Dataset: TCR-epitope binding with 47,182 pairs between 192 epitopes and 23,139 TCRs. Task: Binary Classification. Given a T-cell receptor sequence (or CDR3 region) and an epitope sequence, predict whether binding occurs between them. (1) The TCR CDR3 sequence is CASSQVGPGETQYF. The epitope is IQYIDIGNY. Result: 0 (the TCR does not bind to the epitope). (2) The epitope is LQPFPQPELPYPQPQ. The TCR CDR3 sequence is CASSPQTDTQYF. Result: 0 (the TCR does not bind to the epitope). (3) The epitope is LLQTGIHVRVSQPSL. The TCR CDR3 sequence is CASSTDRNQPQHF. Result: 1 (the TCR binds to the epitope). (4) The TCR CDR3 sequence is CASSLVGGNEQFF. Result: 1 (the TCR binds to the epitope). The epitope is IVTDFSVIK. (5) The epitope is KEIDRLNEV. The TCR CDR3 sequence is CASSLGLAGEGEQFF. Result: 1 (the TCR binds to the epitope).